From a dataset of Full USPTO retrosynthesis dataset with 1.9M reactions from patents (1976-2016). Predict the reactants needed to synthesize the given product. (1) Given the product [NH2:26][C:29]1[CH:34]=[CH:33][C:32]([C:35]2[S:39][C:38]([CH:40]3[CH2:45][CH2:44][N:43]([CH2:46][C:47]([O:49][CH2:50][CH3:51])=[O:48])[CH2:42][CH2:41]3)=[N:37][CH:36]=2)=[CH:31][CH:30]=1, predict the reactants needed to synthesize it. The reactants are: CC1OC(CC2CCC(C3SC(C4C=CC(N)=CC=4)=CN=3)CC2)=NN=1.[N+:26]([C:29]1[CH:34]=[CH:33][C:32]([C:35]2[S:39][C:38]([CH:40]3[CH2:45][CH2:44][N:43]([CH2:46][C:47]([O:49][CH2:50][CH3:51])=[O:48])[CH2:42][CH2:41]3)=[N:37][CH:36]=2)=[CH:31][CH:30]=1)([O-])=O. (2) Given the product [F:31][C:2]([F:1])([F:30])[C:3]1[CH:4]=[C:5]([C@H:13]([O:15][C@H:16]2[CH2:20][CH2:19][C@@H:18]([CH2:21][N:40]3[CH2:41][CH2:42][CH2:43][C@@H:38]([C:36]([O:35][CH2:33][CH3:34])=[O:37])[CH2:39]3)[C@@H:17]2[C:23]2[CH:28]=[CH:27][C:26]([F:29])=[CH:25][CH:24]=2)[CH3:14])[CH:6]=[C:7]([C:9]([F:12])([F:11])[F:10])[CH:8]=1, predict the reactants needed to synthesize it. The reactants are: [F:1][C:2]([F:31])([F:30])[C:3]1[CH:4]=[C:5]([C@H:13]([O:15][C@H:16]2[CH2:20][CH2:19][C@@H:18]([CH:21]=O)[C@@H:17]2[C:23]2[CH:28]=[CH:27][C:26]([F:29])=[CH:25][CH:24]=2)[CH3:14])[CH:6]=[C:7]([C:9]([F:12])([F:11])[F:10])[CH:8]=1.Cl.[CH2:33]([O:35][C:36]([C@@H:38]1[CH2:43][CH2:42][CH2:41][NH:40][CH2:39]1)=[O:37])[CH3:34].CCN(C(C)C)C(C)C.C(O[BH-](OC(=O)C)OC(=O)C)(=O)C.[Na+]. (3) Given the product [ClH:1].[CH2:2]([O:4][C:5]1[CH:6]=[C:7]2[C:12](=[C:13]3[CH2:17][C:16]([CH3:19])([CH3:18])[O:15][C:14]=13)[C:11]([C:20]1[CH:29]=[CH:28][C:23]([C:24]([O:26][CH3:27])=[O:25])=[C:22]([O:30][CH2:39][C:40]3[CH:45]=[CH:44][CH:43]=[CH:42][CH:41]=3)[CH:21]=1)=[N:10][C:9]([CH3:31])([CH3:32])[CH2:8]2)[CH3:3], predict the reactants needed to synthesize it. The reactants are: [ClH:1].[CH2:2]([O:4][C:5]1[CH:6]=[C:7]2[C:12](=[C:13]3[CH2:17][C:16]([CH3:19])([CH3:18])[O:15][C:14]=13)[C:11]([C:20]1[CH:29]=[CH:28][C:23]([C:24]([O:26][CH3:27])=[O:25])=[C:22]([OH:30])[CH:21]=1)=[N:10][C:9]([CH3:32])([CH3:31])[CH2:8]2)[CH3:3].CC(C)([O-])C.[K+].[CH2:39](Br)[C:40]1[CH:45]=[CH:44][CH:43]=[CH:42][CH:41]=1. (4) Given the product [NH2:19][C:2]1[C:10]([N+:11]([O-:13])=[O:12])=[CH:9][C:8]([C:14]([F:17])([F:16])[F:15])=[CH:7][C:3]=1[C:4]([OH:6])=[O:5], predict the reactants needed to synthesize it. The reactants are: Cl[C:2]1[C:10]([N+:11]([O-:13])=[O:12])=[CH:9][C:8]([C:14]([F:17])([F:16])[F:15])=[CH:7][C:3]=1[C:4]([OH:6])=[O:5].[OH-].[NH4+:19].Cl. (5) Given the product [F:17][C:11]1[CH:10]=[C:9]([CH:7]2[CH2:8][CH:6]2[CH2:4][OH:3])[CH:14]=[CH:13][C:12]=1[O:15][CH3:16], predict the reactants needed to synthesize it. The reactants are: C([O:3][C:4]([CH:6]1[CH2:8][CH:7]1[C:9]1[CH:14]=[CH:13][C:12]([O:15][CH3:16])=[C:11]([F:17])[CH:10]=1)=O)C.[Li+].[BH4-].O. (6) Given the product [NH2:32][CH2:31][C:29]1[N:28]=[N:27][N:26]([CH2:25][C@@H:17]2[C@H:16]([NH:15][C:13](=[O:14])/[C:12](=[N:11]\[O:10][C:7]([CH3:9])([CH3:8])[C:6]([OH:53])=[O:5])/[C:40]3[N:41]=[C:42]([NH2:45])[S:43][CH:44]=3)[C:19](=[O:20])[N:18]2[S:21]([OH:24])(=[O:23])=[O:22])[CH:30]=1, predict the reactants needed to synthesize it. The reactants are: C([O:5][C:6](=[O:53])[C:7]([O:10]/[N:11]=[C:12](/[C:40]1[N:41]=[C:42]([NH:45]C(OC(C)(C)C)=O)[S:43][CH:44]=1)\[C:13]([NH:15][C@@H:16]1[C:19](=[O:20])[N:18]([S:21]([OH:24])(=[O:23])=[O:22])[C@@H:17]1[CH2:25][N:26]1[CH:30]=[C:29]([CH2:31][NH:32]C(OC(C)(C)C)=O)[N:28]=[N:27]1)=[O:14])([CH3:9])[CH3:8])(C)(C)C.C(O)(C(F)(F)F)=O.C(Cl)Cl.C([SiH](CC)CC)C. (7) Given the product [Cl:12][C:13]1[CH:18]=[C:17]([C:19]2[S:4][C:3]3[CH:5]=[CH:6][CH:7]=[CH:8][C:2]=3[C:1](=[O:10])[N:20]=2)[CH:16]=[CH:15][N:14]=1, predict the reactants needed to synthesize it. The reactants are: [C:1]([O:10]C)(=O)[C:2]1[C:3](=[CH:5][CH:6]=[CH:7][CH:8]=1)[SH:4].[Cl:12][C:13]1[CH:18]=[C:17]([C:19]#[N:20])[CH:16]=[CH:15][N:14]=1.C(N(CC)CC)C.